The task is: Regression. Given two drug SMILES strings and cell line genomic features, predict the synergy score measuring deviation from expected non-interaction effect.. This data is from NCI-60 drug combinations with 297,098 pairs across 59 cell lines. (1) Drug 1: CC12CCC3C(C1CCC2=O)CC(=C)C4=CC(=O)C=CC34C. Drug 2: CCCS(=O)(=O)NC1=C(C(=C(C=C1)F)C(=O)C2=CNC3=C2C=C(C=N3)C4=CC=C(C=C4)Cl)F. Cell line: EKVX. Synergy scores: CSS=13.0, Synergy_ZIP=0.474, Synergy_Bliss=1.47, Synergy_Loewe=-1.19, Synergy_HSA=0.0321. (2) Drug 1: C(=O)(N)NO. Drug 2: CC(C)NC(=O)C1=CC=C(C=C1)CNNC.Cl. Cell line: COLO 205. Synergy scores: CSS=6.85, Synergy_ZIP=-4.74, Synergy_Bliss=1.62, Synergy_Loewe=-9.20, Synergy_HSA=1.29.